From a dataset of Catalyst prediction with 721,799 reactions and 888 catalyst types from USPTO. Predict which catalyst facilitates the given reaction. Reactant: [O:1]1[C:6]2[CH:7]=[CH:8][C:9]([CH2:11][N:12]([CH:20]3[CH2:25][CH2:24][N:23]([CH2:26][CH2:27][N:28]4[C:37]5[C:32](=[CH:33][CH:34]=[C:35]([F:38])[CH:36]=5)[N:31]=[CH:30][C:29]4=[O:39])[CH2:22][CH2:21]3)C(=O)OC(C)(C)C)=[CH:10][C:5]=2[O:4][CH2:3][CH2:2]1.FC(F)(F)C(O)=O. Product: [O:1]1[C:6]2[CH:7]=[CH:8][C:9]([CH2:11][NH:12][CH:20]3[CH2:21][CH2:22][N:23]([CH2:26][CH2:27][N:28]4[C:37]5[C:32](=[CH:33][CH:34]=[C:35]([F:38])[CH:36]=5)[N:31]=[CH:30][C:29]4=[O:39])[CH2:24][CH2:25]3)=[CH:10][C:5]=2[O:4][CH2:3][CH2:2]1. The catalyst class is: 22.